This data is from Forward reaction prediction with 1.9M reactions from USPTO patents (1976-2016). The task is: Predict the product of the given reaction. (1) Given the reactants CCN(C(C)C)C(C)C.CN(C(O[N:18]1[N:26]=N[C:20]2[CH:21]=[CH:22]C=[CH:24][C:19]1=2)=[N+](C)C)C.[B-](F)(F)(F)F.[ClH:32].[CH3:33][N:34]1[CH2:39][CH2:38][CH:37]([CH:40]([C:44]2[C:53]3[C:48](=[CH:49][CH:50]=[CH:51][CH:52]=3)[CH:47]=[CH:46][CH:45]=2)[C:41](O)=[O:42])[CH2:36][CH2:35]1.[CH2:54]([Cl:56])Cl, predict the reaction product. The product is: [Cl:32][C:21]1[CH:20]=[C:19]([NH:18][NH:26][C:41](=[O:42])[CH:40]([CH:37]2[CH2:36][CH2:35][N:34]([CH3:33])[CH2:39][CH2:38]2)[C:44]2[C:53]3[C:48](=[CH:49][CH:50]=[CH:51][CH:52]=3)[CH:47]=[CH:46][CH:45]=2)[CH:24]=[C:54]([Cl:56])[CH:22]=1. (2) Given the reactants [Cl:1][C:2]1[C:3]([C:20]2[C:28]3[C:23](=[CH:24][CH:25]=[CH:26][CH:27]=3)[N:22]([S:29]([C:32]3[CH:37]=[CH:36][CH:35]=[CH:34][CH:33]=3)(=[O:31])=[O:30])[CH:21]=2)=[N:4][C:5]([NH:8][C:9]23[CH2:18][CH:13]4[CH2:14][CH:15]([CH2:17][C:11]([NH2:19])([CH2:12]4)[CH2:10]2)[CH2:16]3)=[N:6][CH:7]=1.[C:38]([O:42][C:43]([NH:45][C:46]1[CH:54]=[CH:53][C:49]([C:50](O)=[O:51])=[CH:48][CH:47]=1)=[O:44])([CH3:41])([CH3:40])[CH3:39].CN(C(ON1N=NC2C=CC=CC1=2)=[N+](C)C)C.F[P-](F)(F)(F)(F)F.CCN(C(C)C)C(C)C, predict the reaction product. The product is: [Cl:1][C:2]1[C:3]([C:20]2[C:28]3[C:23](=[CH:24][CH:25]=[CH:26][CH:27]=3)[N:22]([S:29]([C:32]3[CH:33]=[CH:34][CH:35]=[CH:36][CH:37]=3)(=[O:31])=[O:30])[CH:21]=2)=[N:4][C:5]([NH:8][C:9]23[CH2:18][CH:13]4[CH2:14][CH:15]([CH2:17][C:11]([NH:19][C:50]([C:49]5[CH:48]=[CH:47][C:46]([NH:45][C:43](=[O:44])[O:42][C:38]([CH3:40])([CH3:39])[CH3:41])=[CH:54][CH:53]=5)=[O:51])([CH2:12]4)[CH2:10]2)[CH2:16]3)=[N:6][CH:7]=1. (3) Given the reactants [Cl:1][C:2]1[CH:3]=[C:4]([NH:19][C:20]2[C:30]3[CH:29]=[C:28]([C:31]([OH:33])=O)[CH2:27][CH2:26][NH:25][C:24]=3[N:23]=[CH:22][N:21]=2)[CH:5]=[CH:6][C:7]=1[O:8][C:9]1[CH:14]=[CH:13][CH:12]=[C:11]([C:15]([F:18])([F:17])[F:16])[CH:10]=1.[OH:34]N1C2C=CC=CC=2N=N1.Cl.C(N=C=NCCCN(C)C)C.Cl.[NH2:57][CH:58]([C:61]1[CH:66]=[CH:65][CH:64]=[CH:63][CH:62]=1)[C:59]#[N:60].CN(C)[CH:69]=[O:70], predict the reaction product. The product is: [F:16][C:15]([F:18])([F:17])[C:69]([OH:70])=[O:34].[Cl:1][C:2]1[CH:3]=[C:4]([NH:19][C:20]2[C:30]3[CH:29]=[C:28]([C:31]([NH:57][CH:58]([C:59]#[N:60])[C:61]4[CH:66]=[CH:65][CH:64]=[CH:63][CH:62]=4)=[O:33])[CH2:27][CH2:26][NH:25][C:24]=3[N:23]=[CH:22][N:21]=2)[CH:5]=[CH:6][C:7]=1[O:8][C:9]1[CH:14]=[CH:13][CH:12]=[C:11]([C:15]([F:16])([F:17])[F:18])[CH:10]=1. (4) Given the reactants Cl[C:2]1[N:10]=[CH:9][C:8]([F:11])=[CH:7][C:3]=1[C:4]([OH:6])=[O:5].FC(F)(F)C1C=C(O)C=CC=1.[Cl:23][C:24]1[CH:25]=[C:26]([OH:30])[CH:27]=[CH:28][CH:29]=1, predict the reaction product. The product is: [Cl:23][C:24]1[CH:25]=[C:26]([CH:27]=[CH:28][CH:29]=1)[O:30][C:2]1[N:10]=[CH:9][C:8]([F:11])=[CH:7][C:3]=1[C:4]([OH:6])=[O:5]. (5) Given the reactants Cl.[NH2:2][NH:3][C:4]([NH2:6])=[O:5].C([O-])(O)=O.[Na+].[CH3:12][C:13]([CH3:18])([CH3:17])[C:14](Cl)=O.[OH-].[Na+].Cl, predict the reaction product. The product is: [C:13]([C:18]1[NH:6][C:4](=[O:5])[NH:3][N:2]=1)([CH3:17])([CH3:14])[CH3:12].